Dataset: Catalyst prediction with 721,799 reactions and 888 catalyst types from USPTO. Task: Predict which catalyst facilitates the given reaction. (1) Reactant: [Cl:1][C:2]1[C:3]2[CH:22]=[CH:21][C:20]([C:23]([F:26])([F:25])[F:24])=[CH:19][C:4]=2[S:5][C:6]=1[C:7]([N:9]1[CH2:12][CH:11]([N:13]2[CH2:18][CH2:17][NH:16][CH2:15][CH2:14]2)[CH2:10]1)=[O:8].[S:27]1[CH:31]=[C:30]([C:32](O)=[O:33])[N:29]=[CH:28]1.CCN(CC)CC.CN(C(ON1N=NC2C=CC=NC1=2)=[N+](C)C)C.F[P-](F)(F)(F)(F)F. Product: [Cl:1][C:2]1[C:3]2[CH:22]=[CH:21][C:20]([C:23]([F:26])([F:24])[F:25])=[CH:19][C:4]=2[S:5][C:6]=1[C:7]([N:9]1[CH2:12][CH:11]([N:13]2[CH2:18][CH2:17][N:16]([C:32]([C:30]3[N:29]=[CH:28][S:27][CH:31]=3)=[O:33])[CH2:15][CH2:14]2)[CH2:10]1)=[O:8]. The catalyst class is: 343. (2) Reactant: [OH:1][CH:2]1[CH2:5][N:4]([C:6]2[CH:11]=[CH:10][C:9]([C@@H:12]([NH:14][C:15](=[O:17])[CH3:16])[CH3:13])=[CH:8][CH:7]=2)[CH2:3]1.Br[C:19]1[N:24]=[C:23]([N:25]([CH3:31])[CH2:26][C:27]([CH3:30])([OH:29])[CH3:28])[CH:22]=[CH:21][CH:20]=1.CC([O-])(C)C.[Na+].O. Product: [OH:29][C:27]([CH3:30])([CH3:28])[CH2:26][N:25]([CH3:31])[C:23]1[N:24]=[C:19]([O:1][CH:2]2[CH2:3][N:4]([C:6]3[CH:7]=[CH:8][C:9]([C@@H:12]([NH:14][C:15](=[O:17])[CH3:16])[CH3:13])=[CH:10][CH:11]=3)[CH2:5]2)[CH:20]=[CH:21][CH:22]=1. The catalyst class is: 887. (3) Reactant: C[O:2][CH2:3][C:4]1[N:9]=[C:8]([N:10]2[CH2:15][CH2:14][N:13]([S:16]([N:19]3[CH2:23][CH2:22][CH2:21][CH2:20]3)(=[O:18])=[O:17])[CH2:12][CH2:11]2)[CH:7]=[CH:6][N:5]=1.B(Br)(Br)Br. Product: [N:19]1([S:16]([N:13]2[CH2:12][CH2:11][N:10]([C:8]3[CH:7]=[CH:6][N:5]=[C:4]([CH2:3][OH:2])[N:9]=3)[CH2:15][CH2:14]2)(=[O:18])=[O:17])[CH2:20][CH2:21][CH2:22][CH2:23]1. The catalyst class is: 4. (4) The catalyst class is: 81. Reactant: [CH2:1]([N:3]([CH2:18][CH3:19])[CH2:4][CH2:5][NH:6][C:7]([C:9]1[C:13]([CH3:14])=[C:12]([CH:15]=O)[NH:11][C:10]=1[CH3:17])=[O:8])[CH3:2].[F:20][C:21]1[CH:22]=[C:23]2[C:27](=[CH:28][CH:29]=1)[NH:26][C:25](=[O:30])[CH2:24]2.N1CCCC1. Product: [CH3:2][CH2:1][N:3]([CH2:4][CH2:5][NH:6][C:7]([C:9]1[C:13]([CH3:14])=[C:12](/[CH:15]=[C:24]2/[C:23]3[CH:22]=[C:21]([F:20])[CH:29]=[CH:28][C:27]=3[NH:26][C:25]/2=[O:30])[NH:11][C:10]=1[CH3:17])=[O:8])[CH2:18][CH3:19]. (5) Reactant: [CH2:1]([O:8][C:9]([NH:11][C@H:12]([C:20](OC)=[O:21])[CH2:13][C@@H:14]([C:16]([F:19])([F:18])[F:17])[CH3:15])=[O:10])[C:2]1[CH:7]=[CH:6][CH:5]=[CH:4][CH:3]=1.[Li+].[Cl-].[BH4-].[Na+]. Product: [F:17][C:16]([F:18])([F:19])[C@@H:14]([CH3:15])[CH2:13][C@H:12]([NH:11][C:9](=[O:10])[O:8][CH2:1][C:2]1[CH:3]=[CH:4][CH:5]=[CH:6][CH:7]=1)[CH2:20][OH:21]. The catalyst class is: 14.